Task: Predict the reactants needed to synthesize the given product.. Dataset: Full USPTO retrosynthesis dataset with 1.9M reactions from patents (1976-2016) (1) Given the product [Cl:23][C:24]1[CH:29]=[C:28]([CH2:30][CH2:31][C:32]2([CH:40]3[CH2:41][CH2:42][CH2:43][CH2:44]3)[CH2:37][C:36]([OH:38])=[C:35]([CH2:11][C:9]3[N:10]=[C:5]4[N:4]=[CH:3][C:2]([CH3:1])=[CH:7][N:6]4[N:8]=3)[C:34](=[O:39])[O:33]2)[CH:27]=[CH:26][C:25]=1[C:45]([CH3:49])([CH3:48])[C:46]#[N:47], predict the reactants needed to synthesize it. The reactants are: [CH3:1][C:2]1[CH:3]=[N:4][C:5]2[N:6]([N:8]=[C:9]([CH:11]=O)[N:10]=2)[CH:7]=1.C(C1NC(C=O)=C(C)N=1)C.[Cl:23][C:24]1[CH:29]=[C:28]([CH2:30][CH2:31][C:32]2([CH:40]3[CH2:44][CH2:43][CH2:42][CH2:41]3)[CH2:37][C:36](=[O:38])[CH2:35][C:34](=[O:39])[O:33]2)[CH:27]=[CH:26][C:25]=1[C:45]([CH3:49])([CH3:48])[C:46]#[N:47].C1(C2(CCC3C=CC(C(C)(C)C#N)=C(F)C=3)CC(O)=CC(=O)O2)CCCC1. (2) Given the product [Cl:44][C:45]1[CH:50]=[CH:49][CH:48]=[CH:47][C:46]=1[CH2:51][C:52]([N:1]1[C:9]2[C:4](=[CH:5][C:6]([C:10]3[C:14]4[C:15]([NH2:19])=[N:16][CH:17]=[CH:18][C:13]=4[S:12][CH:11]=3)=[CH:7][CH:8]=2)[CH2:3][CH2:2]1)=[O:53], predict the reactants needed to synthesize it. The reactants are: [NH:1]1[C:9]2[C:4](=[CH:5][C:6]([C:10]3[C:14]4[C:15]([NH2:19])=[N:16][CH:17]=[CH:18][C:13]=4[S:12][CH:11]=3)=[CH:7][CH:8]=2)[CH2:3][CH2:2]1.CN(C(ON1N=NC2C=CC=NC1=2)=[N+](C)C)C.F[P-](F)(F)(F)(F)F.[Cl:44][C:45]1[CH:50]=[CH:49][CH:48]=[CH:47][C:46]=1[CH2:51][C:52](O)=[O:53].CCN(C(C)C)C(C)C.